Task: Binary Classification. Given a miRNA mature sequence and a target amino acid sequence, predict their likelihood of interaction.. Dataset: Experimentally validated miRNA-target interactions with 360,000+ pairs, plus equal number of negative samples (1) The miRNA is hsa-miR-93-3p with sequence ACUGCUGAGCUAGCACUUCCCG. The protein sequence of the target gene is MVKMTKSKTFQAYLPNCHRTYSCIHCRAHLANHDELISKSFQGSQGRAYLFNSVVNVGCGPAEERVLLTGLHAVADIYCENCKTTLGWKYEHAFESSQKYKEGKFIIELAHMIKDNGWE. Result: 1 (interaction). (2) The miRNA is hsa-miR-3136-5p with sequence CUGACUGAAUAGGUAGGGUCAUU. The protein sequence of the target gene is MRWLWPLAVSLVVVLTVGLSGVSGAATSSLGGHRAKVQEQQSRPRRGTKDEGPKEVQHYVPEEWAEYPKPIHPAGLQPTKTLEATSPNPDKDGATPGNGQELRVNLTGTPSQRLQIQNPLYPVTESSYSAYAIMLLALVVFAVGIVGNLSVMCIVWHSYYLKSAWNSILASLALWDFLVLFFCLPIVIFNEITKQRLLGDVSCRAVPFMEVSSLGVTTFSLCALGIDRFHVATSTLPKVRPIERCQSILAKLAVIWVGSMMLAVPELLLWQLAQEPAPTAGTVDSCIMKPSADLPESVYS.... Result: 0 (no interaction). (3) The miRNA is hsa-miR-1272 with sequence GAUGAUGAUGGCAGCAAAUUCUGAAA. The protein sequence of the target gene is MPLYEGLGSGGEKTAVVIDLGEAFTKCGFAGETGPRCIIPSVIKRAGMPKPVRVVQYNINTEELYSYLKEFIHILYFRHLLVNPRDRRVVIIESVLCPSHFRETLTRVLFKYFEVPSVLLAPSHLMALLTLGINSAMVLDCGYRESLVLPIYEGIPVLNCWGALPLGGKALHKELETQLLEQCTVDTSVAKEQSLPSVMGSVPEGVLEDIKARTCFVSDLKRGLKIQAAKFNIDGNNERPSPPPNVDYPLDGEKILHILGSIRDSVVEILFEQDNEEQSVATLILDSLIQCPIDTRKQLA.... Result: 0 (no interaction). (4) The miRNA is hsa-miR-1227-5p with sequence GUGGGGCCAGGCGGUGG. The protein sequence of the target gene is MFPRVSTFLPLRPLSRHPLSSGSPETSAAAIMLLTVRHGTVRYRSSALLARTKNNIQRYFGTNSVICSKKDKQSVRTEETSKETSESQDSEKENTKKDLLGIIKGMKVELSTVNVRTTKPPKRRPLKSLEATLGRLRRATEYAPKKRIEPLSPELVAAASAVADSLPFDKQTTKSELLSQLQQHEEESRAQRDAKRPKISFSNIISDMKVARSATARVRSRPELRIQFDEGYDNYPGQEKTDDLKKRKNIFTGKRLNIFDMMAVTKEAPETDTSPSLWDVEFAKQLATVNEQPLQNGFEE.... Result: 0 (no interaction). (5) The miRNA is hsa-miR-4761-5p with sequence ACAAGGUGUGCAUGCCUGACC. The protein sequence of the target gene is MSQLSSTLKRYTESARYTDAHYAKSGYGAYTPSSYGANLAASLLEKEKLGFKPVPTSSFLTRPRTYGPSSLLDYDRGRPLLRPDITGGGKRAESQTRGTERPLGSGLSGGSGFPYGVTNNCLSYLPINAYDQGVTLTQKLDSQSDLARDFSSLRTSDSYRIDPRNLGRSPMLARTRKELCTLQGLYQTASCPEYLVDYLENYGRKGSASQVPSQAPPSRVPEIISPTYRPIGRYTLWETGKGQAPGPSRSSSPGRDGMNSKSAQGLAGLRNLGNTCFMNSILQCLSNTRELRDYCLQRLY.... Result: 0 (no interaction). (6) The miRNA is mmu-miR-1839-5p with sequence AAGGUAGAUAGAACAGGUCUUG. The protein sequence of the target gene is MCDRNGGRRLRQWLIEQIDSSMYPGLIWENDEKTMFRIPWKHAGKQDYNQEVDASIFKAWAVFKGKFKEGDKAEPATWKTRLRCALNKSPDFEEVTDRSQLDISEPYKVYRIVPEEEQKCKLGVAPAGCMSEVPEMECGRSEIEELIKEPSVDEYMGMTKRSPSPPEACRSQILPDWWVQQPSAGLPLVTGYAAYDTHHSAFSQMVISFYYGGKLVGQATTTCLEGCRLSLSQPGLPKLYGPDGLEPVCFPTADTIPSERQRQVTRKLFGHLERGVLLHSNRKGVFVKRLCQGRVFCSGN.... Result: 0 (no interaction). (7) The miRNA is hsa-miR-6516-5p with sequence UUUGCAGUAACAGGUGUGAGCA. The protein sequence of the target gene is MRSRLPPALAALGAALLLSSIEAEVDPPSDLNFKIIDENTVHMSWAKPVDPIVGYRITVDPTTDGPTKEFTLSASTTETLLSELVPETEYVVTITSYDEVEESVPVIGQLTIQTGSSTKPVEKKPGKTEIQKCSVSAWTDLVFLVDGSWSVGRNNFKYILDFIAALVSAFDIGEEKTRVGVVQYSSDTRTEFNLNQYYQRDELLAAIKKIPYKGGNTMTGDAIDYLVKNTFTESAGARVGFPKVAIIITDGKSQDEVEIPARELRNVGVEVFSLGIKAADAKELKQIASTPSLNHVFNVA.... Result: 1 (interaction).